This data is from Forward reaction prediction with 1.9M reactions from USPTO patents (1976-2016). The task is: Predict the product of the given reaction. (1) Given the reactants [C:1]([C:3]1[CH:8]=[CH:7][C:6]([NH:9][C@@H:10]([C:14]([CH3:17])([CH3:16])[CH3:15])[C:11]([OH:13])=O)=[CH:5][CH:4]=1)#[N:2].CN1CCOCC1.CN(C(ON1N=NC2C=CC=NC1=2)=[N+](C)C)C.F[P-](F)(F)(F)(F)F.C1C=CC2N(O)N=NC=2C=1.[CH:59]1([S:62]([NH:65][C:66]([C@@:68]2([NH:73][C:74]([C@@H:76]3[CH2:80][C@@H:79]([O:81][C:82]4[C:83]5[O:100][C:99]6[CH:101]=[CH:102][CH:103]=[CH:104][C:98]=6[C:84]=5[N:85]=[C:86]([C:88]5[CH:93]=[CH:92][C:91]([C:94]([F:97])([F:96])[F:95])=[CH:90][CH:89]=5)[N:87]=4)[CH2:78][NH:77]3)=[O:75])[CH2:70][C@H:69]2[CH:71]=[CH2:72])=[O:67])(=[O:64])=[O:63])[CH2:61][CH2:60]1, predict the reaction product. The product is: [C:1]([C:3]1[CH:4]=[CH:5][C:6]([NH:9][C@@H:10]([C:14]([CH3:17])([CH3:16])[CH3:15])[C:11]([N:77]2[CH2:78][C@H:79]([O:81][C:82]3[C:83]4[O:100][C:99]5[CH:101]=[CH:102][CH:103]=[CH:104][C:98]=5[C:84]=4[N:85]=[C:86]([C:88]4[CH:89]=[CH:90][C:91]([C:94]([F:95])([F:97])[F:96])=[CH:92][CH:93]=4)[N:87]=3)[CH2:80][C@H:76]2[C:74]([NH:73][C@:68]2([C:66](=[O:67])[NH:65][S:62]([CH:59]3[CH2:61][CH2:60]3)(=[O:63])=[O:64])[CH2:70][C@H:69]2[CH:71]=[CH2:72])=[O:75])=[O:13])=[CH:7][CH:8]=1)#[N:2]. (2) The product is: [Br:1][C:2]1[C:3]([F:11])=[C:4]([CH:8]=[CH:9][CH:10]=1)[C:5]([Cl:15])=[O:6]. Given the reactants [Br:1][C:2]1[C:3]([F:11])=[C:4]([CH:8]=[CH:9][CH:10]=1)[C:5](O)=[O:6].C(Cl)(=O)C([Cl:15])=O.CN(C=O)C, predict the reaction product. (3) Given the reactants Cl[C:2]1[C:7]([C:8]([F:11])([F:10])[F:9])=[CH:6][N:5]=[C:4]([NH:12][C:13]2[CH:18]=[CH:17][C:16]([CH:19]3[CH2:24][CH2:23][N:22]([C:25]([O:27][C:28]([CH3:31])([CH3:30])[CH3:29])=[O:26])[CH2:21][CH2:20]3)=[CH:15][C:14]=2[CH2:32][CH3:33])[N:3]=1.[C:34]([C:36]1[CH:41]=[CH:40][CH:39]=[CH:38][C:37]=1[CH2:42][C:43]([O:45][CH3:46])=[O:44])#[CH:35].C1(P(C2C=CC=CC=2)C2C=CC=CC=2)C=CC=CC=1.C(N(CC)CC)C, predict the reaction product. The product is: [CH2:32]([C:14]1[CH:15]=[C:16]([CH:19]2[CH2:24][CH2:23][N:22]([C:25]([O:27][C:28]([CH3:31])([CH3:30])[CH3:29])=[O:26])[CH2:21][CH2:20]2)[CH:17]=[CH:18][C:13]=1[NH:12][C:4]1[N:3]=[C:2]([C:35]#[C:34][C:36]2[CH:41]=[CH:40][CH:39]=[CH:38][C:37]=2[CH2:42][C:43]([O:45][CH3:46])=[O:44])[C:7]([C:8]([F:11])([F:10])[F:9])=[CH:6][N:5]=1)[CH3:33]. (4) Given the reactants [Cl:1][C:2]1[C:7]2[NH:8][C:9]([N:11]3[CH2:16][CH2:15][NH:14][C@H:13]([CH3:17])[CH2:12]3)=[N:10][C:6]=2[CH:5]=[C:4]([C:18]([F:21])([F:20])[F:19])[CH:3]=1.Cl[C:23]1[C:28]([C:29]([F:32])([F:31])[F:30])=[CH:27][CH:26]=[CH:25][N:24]=1.C(N(CC)C(C)C)(C)C, predict the reaction product. The product is: [Cl:1][C:2]1[C:7]2[NH:8][C:9]([N:11]3[CH2:16][CH2:15][N:14]([C:23]4[C:28]([C:29]([F:32])([F:31])[F:30])=[CH:27][CH:26]=[CH:25][N:24]=4)[C@H:13]([CH3:17])[CH2:12]3)=[N:10][C:6]=2[CH:5]=[C:4]([C:18]([F:21])([F:20])[F:19])[CH:3]=1. (5) Given the reactants C([O:3][C:4](=[O:28])[C:5]1[CH:10]=[CH:9][C:8]([O:11][CH2:12][CH2:13][CH2:14][CH2:15][CH2:16][CH2:17][O:18][C:19]2[CH:24]=[C:23]([F:25])[C:22]([F:26])=[C:21]([F:27])[CH:20]=2)=[CH:7][CH:6]=1)C.[OH-].[Na+].Cl, predict the reaction product. The product is: [F:25][C:23]1[CH:24]=[C:19]([CH:20]=[C:21]([F:27])[C:22]=1[F:26])[O:18][CH2:17][CH2:16][CH2:15][CH2:14][CH2:13][CH2:12][O:11][C:8]1[CH:9]=[CH:10][C:5]([C:4]([OH:28])=[O:3])=[CH:6][CH:7]=1.